Dataset: Reaction yield outcomes from USPTO patents with 853,638 reactions. Task: Predict the reaction yield, written as a fraction of the theoretical maximum amount of product (1.0 means a 100% yield; for example, 0.34 means a 34% yield). (1) No catalyst specified. The product is [C:1]1([C:31]2[CH:36]=[CH:35][CH:34]=[CH:33][CH:32]=2)[CH:2]=[CH:3][C:4]([O:7][CH:8]2[CH2:12][CH2:11][N:10]([C:13]3[CH:18]=[CH:17][C:16]([OH:19])=[C:15]([O:28][CH3:29])[CH:14]=3)[C:9]2=[O:30])=[CH:5][CH:6]=1. The reactants are [C:1]1([C:31]2[CH:36]=[CH:35][CH:34]=[CH:33][CH:32]=2)[CH:6]=[CH:5][C:4]([O:7][CH:8]2[CH2:12][CH2:11][N:10]([C:13]3[CH:18]=[CH:17][C:16]([O:19]COCC[Si](C)(C)C)=[C:15]([O:28][CH3:29])[CH:14]=3)[C:9]2=[O:30])=[CH:3][CH:2]=1.Cl.C(OCC)C. The yield is 0.840. (2) The yield is 1.00. The catalyst is C=O. The product is [ClH:5].[Cl:5][CH2:6][CH2:7][N:8]([CH3:1])[CH2:9][CH2:10][Cl:11]. The reactants are [CH:1](O)=O.Cl.[Cl:5][CH2:6][CH2:7][NH:8][CH2:9][CH2:10][Cl:11]. (3) The reactants are [F:1][C:2]1[CH:7]=[CH:6][CH:5]=[C:4]([F:8])[C:3]=1[S:9]([N:12]1[CH:16]=[C:15]([CH:17]=[O:18])[N:14]=[C:13]1[C:19]1[CH:24]=[CH:23][CH:22]=[CH:21][CH:20]=1)(=[O:11])=[O:10].[Cl-].[CH3:26][NH3+:27].[C:38]([O:37][BH-]([O:37][C:38](=[O:40])[CH3:39])[O:37][C:38](=[O:40])[CH3:39])(=[O:40])[CH3:39].[Na+].C[OH:43]. No catalyst specified. The product is [C:38]([OH:37])(=[O:40])/[CH:39]=[CH:15]/[C:17]([OH:18])=[O:43].[F:1][C:2]1[CH:7]=[CH:6][CH:5]=[C:4]([F:8])[C:3]=1[S:9]([N:12]1[CH:16]=[C:15]([CH2:17][NH:27][CH3:26])[N:14]=[C:13]1[C:19]1[CH:24]=[CH:23][CH:22]=[CH:21][CH:20]=1)(=[O:11])=[O:10]. The yield is 0.440. (4) The reactants are [Br:1][C:2]1[CH:7]=[CH:6][C:5]([NH:8][C:9]2[C:10]([C:18](O)=[O:19])=[CH:11][N:12]([CH3:17])[C:13](=[O:16])[C:14]=2[F:15])=[C:4]([F:21])[CH:3]=1.CCN=C=NCCCN(C)C.C1C=CC2N(O)[N:40]=[N:39]C=2C=1.NN.CCN(CC)CC. The catalyst is CN(C=O)C.CCOC(C)=O. The product is [Br:1][C:2]1[CH:7]=[CH:6][C:5]([NH:8][C:9]2[C:10]([C:18]([NH:39][NH2:40])=[O:19])=[CH:11][N:12]([CH3:17])[C:13](=[O:16])[C:14]=2[F:15])=[C:4]([F:21])[CH:3]=1. The yield is 0.890. (5) The catalyst is CO.[Pd]. The product is [NH2:11][C:8]1[CH:9]=[CH:10][C:5]([O:4][CH2:3][C:2]([CH3:15])([OH:16])[CH3:1])=[C:6]([CH3:14])[CH:7]=1. The reactants are [CH3:1][C:2]([OH:16])([CH3:15])[CH2:3][O:4][C:5]1[CH:10]=[CH:9][C:8]([N+:11]([O-])=O)=[CH:7][C:6]=1[CH3:14]. The yield is 0.920. (6) The reactants are [F:1][CH:2]([F:13])[CH:3]1[C:12]2[C:7](=[CH:8][CH:9]=[CH:10][CH:11]=2)[NH:6][CH2:5][CH2:4]1.I[CH2:15][C:16]([NH2:18])=[O:17].CCN(C(C)C)C(C)C.[OH-].[Na+]. The catalyst is CN(C=O)C. The product is [F:13][CH:2]([F:1])[CH:3]1[C:12]2[C:7](=[CH:8][CH:9]=[CH:10][CH:11]=2)[N:6]([CH2:15][C:16]([NH2:18])=[O:17])[CH2:5][CH2:4]1. The yield is 0.900.